Dataset: Full USPTO retrosynthesis dataset with 1.9M reactions from patents (1976-2016). Task: Predict the reactants needed to synthesize the given product. (1) Given the product [CH2:1]([N:3]1[CH2:8][CH2:7][CH:6]([NH:10][C:11]2[CH:12]=[C:13]3[C:17](=[CH:18][CH:19]=2)[NH:16][N:15]=[CH:14]3)[CH2:5][CH2:4]1)[CH3:2], predict the reactants needed to synthesize it. The reactants are: [CH2:1]([N:3]1[CH2:8][CH2:7][C:6](=O)[CH2:5][CH2:4]1)[CH3:2].[NH2:10][C:11]1[CH:12]=[C:13]2[C:17](=[CH:18][CH:19]=1)[NH:16][N:15]=[CH:14]2.C(O)(=O)C.C(=O)([O-])O.[Na+]. (2) The reactants are: Cl[C:2]1[N:10]=[C:9]2[C:5]([N:6]=[CH:7][N:8]2[CH3:11])=[C:4]([NH:12][C:13]2[CH:18]=[CH:17][C:16]([N+:19]([O-:21])=[O:20])=[CH:15][CH:14]=2)[N:3]=1.O.[NH2:23][NH2:24]. Given the product [NH:23]([C:2]1[N:10]=[C:9]2[C:5]([N:6]=[CH:7][N:8]2[CH3:11])=[C:4]([NH:12][C:13]2[CH:18]=[CH:17][C:16]([N+:19]([O-:21])=[O:20])=[CH:15][CH:14]=2)[N:3]=1)[NH2:24], predict the reactants needed to synthesize it. (3) Given the product [CH3:1][N:2]([CH3:35])[C:3]([C:5]1[CH:6]=[CH:7][C:8]([N:11]2[C:20]3[C:15](=[N:16][CH:17]=[C:18]([CH2:21][C:22]4[CH:27]=[CH:26][C:25]([F:28])=[CH:24][CH:23]=4)[CH:19]=3)[C:14]([OH:29])=[C:13]([C:30]([NH:36][CH2:37][CH2:38][CH2:39][N:40]3[CH2:44][CH2:43][CH2:42][C:41]3=[O:45])=[O:31])[C:12]2=[O:34])=[CH:9][CH:10]=1)=[O:4], predict the reactants needed to synthesize it. The reactants are: [CH3:1][N:2]([CH3:35])[C:3]([C:5]1[CH:10]=[CH:9][C:8]([N:11]2[C:20]3[C:15](=[N:16][CH:17]=[C:18]([CH2:21][C:22]4[CH:27]=[CH:26][C:25]([F:28])=[CH:24][CH:23]=4)[CH:19]=3)[C:14]([OH:29])=[C:13]([C:30](OC)=[O:31])[C:12]2=[O:34])=[CH:7][CH:6]=1)=[O:4].[NH2:36][CH2:37][CH2:38][CH2:39][N:40]1[CH2:44][CH2:43][CH2:42][C:41]1=[O:45]. (4) Given the product [CH2:11]([N:8]1[CH2:9][CH2:10][C:5]2[C:3](=[O:2])[NH:23][CH:21]=[N:22][C:6]=2[CH:7]1[CH3:18])[C:12]1[CH:17]=[CH:16][CH:15]=[CH:14][CH:13]=1, predict the reactants needed to synthesize it. The reactants are: C[O:2][C:3]([CH:5]1[CH2:10][CH2:9][N:8]([CH2:11][C:12]2[CH:17]=[CH:16][CH:15]=[CH:14][CH:13]=2)[CH:7]([CH3:18])[C:6]1=O)=O.Cl.[CH:21]([NH2:23])=[NH:22].CC[O-].[Na+].